From a dataset of Peptide-MHC class I binding affinity with 185,985 pairs from IEDB/IMGT. Regression. Given a peptide amino acid sequence and an MHC pseudo amino acid sequence, predict their binding affinity value. This is MHC class I binding data. (1) The peptide sequence is LAYTIGTTHF. The MHC is HLA-A24:02 with pseudo-sequence HLA-A24:02. The binding affinity (normalized) is 0.497. (2) The peptide sequence is LEENMEVEIW. The MHC is HLA-B44:02 with pseudo-sequence HLA-B44:02. The binding affinity (normalized) is 0.499.